Task: Predict which catalyst facilitates the given reaction.. Dataset: Catalyst prediction with 721,799 reactions and 888 catalyst types from USPTO Reactant: [CH2:1]([O:3][C:4]([C:6]12[CH2:13][CH2:12][C:9]([NH:14][CH2:15][C:16]3[CH:21]=[CH:20][CH:19]=[CH:18][CH:17]=3)([CH2:10][CH2:11]1)[CH2:8][C:7]2=[O:22])=[O:5])[CH3:2].B.[Na]. Product: [CH2:1]([O:3][C:4]([C:6]12[CH2:13][CH2:12][C:9]([NH:14][CH2:15][C:16]3[CH:17]=[CH:18][CH:19]=[CH:20][CH:21]=3)([CH2:10][CH2:11]1)[CH2:8][CH:7]2[OH:22])=[O:5])[CH3:2]. The catalyst class is: 8.